Task: Predict which catalyst facilitates the given reaction.. Dataset: Catalyst prediction with 721,799 reactions and 888 catalyst types from USPTO (1) Reactant: C(O)C.[Br:4][C:5]1[C:6]([CH3:16])=[C:7]([N+:13]([O-:15])=[O:14])[C:8]([O:11][CH3:12])=[N:9][CH:10]=1.[C:17](OCC)(=[O:23])[C:18]([O:20][CH2:21][CH3:22])=[O:19].[O-]CC.[K+]. Product: [Br:4][C:5]1[C:6](/[CH:16]=[C:17](\[OH:23])/[C:18]([O:20][CH2:21][CH3:22])=[O:19])=[C:7]([N+:13]([O-:15])=[O:14])[C:8]([O:11][CH3:12])=[N:9][CH:10]=1. The catalyst class is: 28. (2) Reactant: [CH3:1][C:2]1[CH:7]=[CH:6][C:5]([S:8]([N:11]([CH2:15][C:16]#[CH:17])[CH2:12][C:13]#[CH:14])(=[O:10])=[O:9])=[CH:4][CH:3]=1.[CH3:18][O:19][CH2:20][C:21]#[CH:22]. Product: [CH3:18][O:19][CH2:20][C:21]1[CH:17]=[C:16]2[C:13](=[CH:14][CH:22]=1)[CH2:12][N:11]([S:8]([C:5]1[CH:6]=[CH:7][C:2]([CH3:1])=[CH:3][CH:4]=1)(=[O:10])=[O:9])[CH2:15]2. The catalyst class is: 14. (3) Reactant: [OH-:1].[Na+].[C:3]([C:5]1[CH:10]=[C:9]([CH2:11][O:12][Si](C(C)(C)C)(C)C)[CH:8]=[CH:7][N:6]=1)#N.[ClH:20].[OH2:21]. Product: [ClH:20].[OH:12][CH2:11][C:9]1[CH:8]=[CH:7][N:6]=[C:5]([C:3]([OH:21])=[O:1])[CH:10]=1. The catalyst class is: 14. (4) Reactant: [CH3:1][C:2]1[C:3]([C:11]([O:13][CH3:14])=[O:12])=[CH:4][S:5][C:6]=1[C:7](=[O:10])[CH2:8][CH3:9].N#N.[BH4-].[Na+]. Product: [OH:10][CH:7]([C:6]1[S:5][CH:4]=[C:3]([C:11]([O:13][CH3:14])=[O:12])[C:2]=1[CH3:1])[CH2:8][CH3:9]. The catalyst class is: 1. (5) Reactant: C[O:2][C:3](=[O:35])[CH2:4][NH:5][C:6](=[O:34])[C:7]1[CH:12]=[CH:11][C:10]([C:13]2[N:18]=[C:17]3[N:19]([CH2:22][C:23]4[CH:24]=[C:25]5[C:30](=[CH:31][CH:32]=4)[N:29]=[CH:28][CH:27]=[CH:26]5)[N:20]=[N:21][C:16]3=[CH:15][CH:14]=2)=[CH:9][C:8]=1[F:33].[OH-].[Li+].Cl. Product: [F:33][C:8]1[CH:9]=[C:10]([C:13]2[N:18]=[C:17]3[N:19]([CH2:22][C:23]4[CH:24]=[C:25]5[C:30](=[CH:31][CH:32]=4)[N:29]=[CH:28][CH:27]=[CH:26]5)[N:20]=[N:21][C:16]3=[CH:15][CH:14]=2)[CH:11]=[CH:12][C:7]=1[C:6]([NH:5][CH2:4][C:3]([OH:35])=[O:2])=[O:34]. The catalyst class is: 24. (6) Reactant: B(F)(F)F.CCOCC.[CH2:10]([SH:14])[CH2:11][CH2:12][SH:13].[CH2:15]([O:17][CH:18]([O:24][CH2:18][CH3:19])[C:19]([O:17][CH2:15][CH3:16])=[O:24])[CH3:16]. Product: [S:13]1[CH2:12][CH2:11][CH2:10][S:14][CH:19]1[C:18]([O:17][CH2:15][CH3:16])=[O:24]. The catalyst class is: 22. (7) Reactant: N1C=CN=C1.C[C@H]1[C@H](O)C(=O)OC[C@]23[C@H](O[C@H]4[C@]5(OC5)[C@]2(C)[C@@H](C4)[O:18][C:16](=[O:17])[CH:15]=[CH:14][CH:13]=[CH:12][C@H:11]([C@H:41](O)[CH3:42])OCC1)C=C(C)CC3.[Si](Cl)(C(C)(C)C)(C)C. Product: [C:16]([O-:18])(=[O:17])[CH3:15].[CH3:42][CH2:41][CH2:11][CH2:12][CH2:13][CH3:14]. The catalyst class is: 9.